Predict the product of the given reaction. From a dataset of Forward reaction prediction with 1.9M reactions from USPTO patents (1976-2016). (1) Given the reactants C([O:3][C:4]([C:6]1[CH:7]=[N:8][C:9]2[C:14]([C:15]=1[NH:16][CH:17]1[CH2:21][CH2:20][CH2:19][CH2:18]1)=[CH:13][CH:12]=[CH:11][C:10]=2[O:22][CH3:23])=O)C.[N:24]([C:27]1[CH:32]=[CH:31][CH:30]=[CH:29][C:28]=1[CH3:33])=[C:25]=[O:26], predict the reaction product. The product is: [CH:17]1([N:16]2[C:15]3[C:14]4[CH:13]=[CH:12][CH:11]=[C:10]([O:22][CH3:23])[C:9]=4[N:8]=[CH:7][C:6]=3[C:4](=[O:3])[N:24]([C:27]3[CH:32]=[CH:31][CH:30]=[CH:29][C:28]=3[CH3:33])[C:25]2=[O:26])[CH2:18][CH2:19][CH2:20][CH2:21]1. (2) Given the reactants [NH:1]([C:10]([O:12][CH2:13][CH:14]1[C:26]2[C:21](=[CH:22][CH:23]=[CH:24][CH:25]=2)[C:20]2[C:15]1=[CH:16][CH:17]=[CH:18][CH:19]=2)=[O:11])[CH2:2][CH2:3][CH2:4][CH2:5][CH2:6][C:7](O)=[O:8].S(Cl)(Cl)=O.[OH:31][C:32]1[CH:40]=[CH:39][C:35]([CH2:36][CH2:37][Cl:38])=[CH:34][CH:33]=1.[Cl-].[Al+3].[Cl-].[Cl-], predict the reaction product. The product is: [CH:16]1[C:15]2[CH:14]([CH2:13][O:12][C:10](=[O:11])[NH:1][CH2:2][CH2:3][CH2:4][CH2:5][CH2:6][C:7]([C:40]3[CH:39]=[C:35]([CH2:36][CH2:37][Cl:38])[CH:34]=[CH:33][C:32]=3[OH:31])=[O:8])[C:26]3[C:21](=[CH:22][CH:23]=[CH:24][CH:25]=3)[C:20]=2[CH:19]=[CH:18][CH:17]=1. (3) Given the reactants [N:1]1[S:5][N:4]=[C:3]2[C:6]([S:10]([NH:13][C:14]3[CH:22]=[C:21]([Cl:23])[CH:20]=[CH:19][C:15]=3[C:16](O)=[O:17])(=[O:12])=[O:11])=[CH:7][CH:8]=[CH:9][C:2]=12.Cl.[Cl:25][C:26]1[CH:27]=[C:28]([CH:33]([CH3:36])[CH2:34][NH2:35])[CH:29]=[CH:30][C:31]=1[Cl:32], predict the reaction product. The product is: [N:1]1[S:5][N:4]=[C:3]2[C:6]([S:10]([NH:13][C:14]3[CH:22]=[C:21]([Cl:23])[CH:20]=[CH:19][C:15]=3[C:16]([NH:35][CH2:34][CH:33]([C:28]3[CH:29]=[CH:30][C:31]([Cl:32])=[C:26]([Cl:25])[CH:27]=3)[CH3:36])=[O:17])(=[O:11])=[O:12])=[CH:7][CH:8]=[CH:9][C:2]=12. (4) Given the reactants [P:1]([O-:45])([O-:44])([O:3][C:4](C(C)(C)C)(C(C)(C)C)[N:5]1[CH:9]=[CH:8][S:7]/[C:6]/1=[N:10]\[S:11]([C:14]1[CH:19]=[CH:18][C:17]([O:20][C:21]2[CH:26]=[CH:25][C:24]([Cl:27])=[CH:23][C:22]=2[C:28]2[N:32]([CH3:33])[N:31]=[CH:30][CH:29]=2)=[C:16]([C:34]#[N:35])[CH:15]=1)(=[O:13])=[O:12])=[O:2].FC(F)(F)C(O)=O, predict the reaction product. The product is: [P:1]([OH:45])([OH:44])([O:3][CH2:4][N:5]1[CH:9]=[CH:8][S:7]/[C:6]/1=[N:10]\[S:11]([C:14]1[CH:19]=[CH:18][C:17]([O:20][C:21]2[CH:26]=[CH:25][C:24]([Cl:27])=[CH:23][C:22]=2[C:28]2[N:32]([CH3:33])[N:31]=[CH:30][CH:29]=2)=[C:16]([C:34]#[N:35])[CH:15]=1)(=[O:12])=[O:13])=[O:2]. (5) Given the reactants [NH2:1][C:2]1[C:3]([O:16][CH3:17])=[N:4][C:5]([N:10]2[CH2:14][CH2:13][NH:12][C:11]2=[O:15])=[N:6][C:7]=1[O:8][CH3:9].[Br:18][C:19]1[S:20][CH:21]=[C:22]([C:24](O)=[O:25])[N:23]=1.C(N(CC)CC)C.CN(C(ON1N=NC2C=CC=NC1=2)=[N+](C)C)C.F[P-](F)(F)(F)(F)F, predict the reaction product. The product is: [Br:18][C:19]1[S:20][CH:21]=[C:22]([C:24]([NH:1][C:2]2[C:7]([O:8][CH3:9])=[N:6][C:5]([N:10]3[CH2:14][CH2:13][NH:12][C:11]3=[O:15])=[N:4][C:3]=2[O:16][CH3:17])=[O:25])[N:23]=1. (6) Given the reactants C([O:3][C:4]([CH:6]1[CH2:11][CH2:10][NH:9][CH2:8][CH2:7]1)=[O:5])C.Br[CH2:13][CH2:14][O:15][CH3:16].C(=O)([O-])[O-].[K+].[K+].[OH-].[Na+], predict the reaction product. The product is: [CH3:16][O:15][CH2:14][CH2:13][N:9]1[CH2:8][CH2:7][CH:6]([C:4]([OH:3])=[O:5])[CH2:11][CH2:10]1. (7) Given the reactants [CH:1]([C:3]1[CH:4]=[N:5][C:6]2[C:11]([CH:12]=1)=[CH:10][CH:9]=[C:8]([NH:13][C:14](=[O:28])[C:15]1[CH:20]=[CH:19][C:18]([O:21][CH2:22][CH:23]3[CH2:27][CH2:26][CH2:25][O:24]3)=[CH:17][CH:16]=1)[C:7]=2[CH3:29])=O.[NH2:30][C@@H:31]1[CH2:36][CH2:35][CH2:34][CH2:33][C@H:32]1[OH:37].C(O[BH-](OC(=O)C)OC(=O)C)(=O)C.[Na+].[OH-].[Na+], predict the reaction product. The product is: [OH:37][C@H:32]1[CH2:33][CH2:34][CH2:35][CH2:36][C@@H:31]1[NH:30][CH2:1][C:3]1[CH:4]=[N:5][C:6]2[C:11]([CH:12]=1)=[CH:10][CH:9]=[C:8]([NH:13][C:14](=[O:28])[C:15]1[CH:16]=[CH:17][C:18]([O:21][CH2:22][CH:23]3[CH2:27][CH2:26][CH2:25][O:24]3)=[CH:19][CH:20]=1)[C:7]=2[CH3:29]. (8) Given the reactants [F:1][C:2]([F:20])([F:19])[C:3]1[CH:8]=[CH:7][CH:6]=[CH:5][C:4]=1[C:9]1[CH:18]=[C:12]2[N:13]=[CH:14][CH:15]=[C:16]([NH2:17])[N:11]2[N:10]=1.[S:21]1[CH:25]=[C:24]([C:26](O)=[O:27])[N:23]=[CH:22]1, predict the reaction product. The product is: [F:20][C:2]([F:1])([F:19])[C:3]1[CH:8]=[CH:7][CH:6]=[CH:5][C:4]=1[C:9]1[CH:18]=[C:12]2[N:13]=[CH:14][CH:15]=[C:16]([NH:17][C:26]([C:24]3[N:23]=[CH:22][S:21][CH:25]=3)=[O:27])[N:11]2[N:10]=1. (9) The product is: [Br:1][C:5]1[C:4]([CH2:2][CH3:3])=[CH:10][C:9]([CH3:11])=[CH:8][C:7]=1[CH2:12][CH3:13]. Given the reactants [BrH:1].[CH2:2]([C:4]1[CH:10]=[C:9]([CH3:11])[CH:8]=[C:7]([CH2:12][CH3:13])[C:5]=1N)[CH3:3].[Br-].[Na+].N(OCCC(C)C)=O, predict the reaction product.